From a dataset of Forward reaction prediction with 1.9M reactions from USPTO patents (1976-2016). Predict the product of the given reaction. (1) Given the reactants Cl[S:2]([C:5]1[CH:6]=[C:7]2[C:11](=[CH:12][CH:13]=1)[NH:10][C:9](=[O:14])[CH2:8]2)(=[O:4])=[O:3].[CH3:15][O:16][C:17]1[C:18]([NH2:23])=[CH:19][CH:20]=[CH:21][CH:22]=1.N1C=CC=CC=1, predict the reaction product. The product is: [CH3:15][O:16][C:17]1[CH:22]=[CH:21][CH:20]=[CH:19][C:18]=1[NH:23][S:2]([C:5]1[CH:6]=[C:7]2[C:11](=[CH:12][CH:13]=1)[NH:10][C:9](=[O:14])[CH2:8]2)(=[O:4])=[O:3]. (2) Given the reactants [Si:1]([O:8][CH2:9][C@@H:10]([C:12]1[CH:13]=[N:14][C:15]([CH:18]([F:20])[F:19])=[CH:16][CH:17]=1)[OH:11])([C:4]([CH3:7])([CH3:6])[CH3:5])([CH3:3])[CH3:2].[CH3:21][S:22](Cl)(=[O:24])=[O:23].CCN(CC)CC.O, predict the reaction product. The product is: [CH3:21][S:22]([O:11][C@H:10]([C:12]1[CH:13]=[N:14][C:15]([CH:18]([F:20])[F:19])=[CH:16][CH:17]=1)[CH2:9][O:8][Si:1]([C:4]([CH3:7])([CH3:6])[CH3:5])([CH3:3])[CH3:2])(=[O:24])=[O:23].